Dataset: CYP3A4 inhibition data for predicting drug metabolism from PubChem BioAssay. Task: Regression/Classification. Given a drug SMILES string, predict its absorption, distribution, metabolism, or excretion properties. Task type varies by dataset: regression for continuous measurements (e.g., permeability, clearance, half-life) or binary classification for categorical outcomes (e.g., BBB penetration, CYP inhibition). Dataset: cyp3a4_veith. (1) The compound is Cc1cc(OC(C)C)nc(NCc2ccccc2)n1. The result is 0 (non-inhibitor). (2) The molecule is COc1cc(C(=O)O)c([N+](=O)[O-])c(OC)c1OC. The result is 0 (non-inhibitor). (3) The compound is Cc1cc(=O)oc2c(OS(C)(=O)=O)c(OS(C)(=O)=O)ccc12. The result is 0 (non-inhibitor). (4) The molecule is O=C(Cn1c(O)c(/C=C2\C=Nc3ccccc32)sc1=O)Nc1ccc2c(c1)OCO2. The result is 0 (non-inhibitor). (5) The compound is Cc1ccc(S(=O)(=O)N[C@@H]2COC(=O)[C@H](C)NC(=O)C/C=C\[C@@H](C)[C@@H](NS(=O)(=O)c3ccc(C)cc3)COC(=O)C/C=C\[C@H]2C)cc1. The result is 0 (non-inhibitor). (6) The drug is COc1cccc(-c2nc(NCc3ccc(OC)cc3OC)c3ccccc3n2)c1. The result is 1 (inhibitor).